Dataset: Reaction yield outcomes from USPTO patents with 853,638 reactions. Task: Predict the reaction yield, written as a fraction of the theoretical maximum amount of product (1.0 means a 100% yield; for example, 0.34 means a 34% yield). (1) The product is [C:21]1([CH3:48])[CH:26]=[CH:25][CH:24]=[CH:23][C:22]=1[O:27][C:28]1[CH:33]=[CH:32][CH:31]=[CH:30][C:29]=1[C@:34]([C@@H:42]1[CH2:47][CH2:46][CH2:45][N:44]([C:8]([CH:5]2[CH2:6][CH2:7][C@@H:2]([OH:1])[C@@H:3]([NH:11][C:12]([O:14][CH2:15][CH2:16][Si:17]([CH3:20])([CH3:19])[CH3:18])=[O:13])[CH2:4]2)=[O:10])[CH2:43]1)([OH:41])[CH2:35][CH2:36][CH2:37][CH2:38][O:39][CH3:40]. The catalyst is C(Cl)Cl. The reactants are [OH:1][C@H:2]1[CH2:7][CH2:6][CH:5]([C:8]([OH:10])=O)[CH2:4][C@H:3]1[NH:11][C:12]([O:14][CH2:15][CH2:16][Si:17]([CH3:20])([CH3:19])[CH3:18])=[O:13].[C:21]1([CH3:48])[CH:26]=[CH:25][CH:24]=[CH:23][C:22]=1[O:27][C:28]1[CH:33]=[CH:32][CH:31]=[CH:30][C:29]=1[C@:34]([C@@H:42]1[CH2:47][CH2:46][CH2:45][NH:44][CH2:43]1)([OH:41])[CH2:35][CH2:36][CH2:37][CH2:38][O:39][CH3:40].C(Cl)CCl.C1C=CC2N(O)N=NC=2C=1.CCN(C(C)C)C(C)C. The yield is 0.670. (2) The reactants are [NH2:1][C:2]1[C:3]([O:16][CH3:17])=[CH:4][C:5]2[CH2:11][N:10]([CH2:12][CH3:13])[CH2:9][C:8](=[O:14])[NH:7][C:6]=2[CH:15]=1.Cl[C:19]1[N:24]=[C:23]([NH:25][C@@H:26]2[C@@H:31]3[CH2:32][C@@H:28]([CH:29]=[CH:30]3)[C@@H:27]2[C:33]([NH2:35])=[O:34])[C:22]([Cl:36])=[CH:21][N:20]=1. No catalyst specified. The product is [Cl:36][C:22]1[C:23]([NH:25][C@@H:26]2[C@@H:31]3[CH2:32][C@@H:28]([CH:29]=[CH:30]3)[C@@H:27]2[C:33]([NH2:35])=[O:34])=[N:24][C:19]([NH:1][C:2]2[C:3]([O:16][CH3:17])=[CH:4][C:5]3[CH2:11][N:10]([CH2:12][CH3:13])[CH2:9][C:8](=[O:14])[NH:7][C:6]=3[CH:15]=2)=[N:20][CH:21]=1. The yield is 0.120. (3) The reactants are [NH2:1]/[C:2](=[N:16]\[OH:17])/[CH:3]1[CH2:8][CH2:7][CH2:6][CH2:5][N:4]1[C:9]([O:11][C:12]([CH3:15])([CH3:14])[CH3:13])=[O:10].[CH3:18][CH2:19]N(C(C)C)C(C)C.C(Cl)(=O)C. The catalyst is C(#N)C. The product is [CH3:18][C:19]1[O:17][N:16]=[C:2]([CH:3]2[CH2:8][CH2:7][CH2:6][CH2:5][N:4]2[C:9]([O:11][C:12]([CH3:14])([CH3:13])[CH3:15])=[O:10])[N:1]=1. The yield is 0.330. (4) The reactants are [NH2:1][CH:2]([P:11](=[O:18])([O:15][CH2:16][CH3:17])[O:12][CH2:13][CH3:14])[P:3](=[O:10])([O:7][CH2:8][CH3:9])[O:4][CH2:5][CH3:6].[SH:19][CH2:20][C:21](O)=[O:22]. No catalyst specified. The product is [C:21]([NH:1][CH:2]([P:3](=[O:10])([O:7][CH2:8][CH3:9])[O:4][CH2:5][CH3:6])[P:11](=[O:18])([O:12][CH2:13][CH3:14])[O:15][CH2:16][CH3:17])(=[O:22])[CH2:20][SH:19]. The yield is 0.370. (5) The reactants are Cl.[NH2:2][OH:3].[OH-:4].[K+].N[OH:7].C[O:9][C:10]([C@H:12]1[C@H:17]([CH3:18])[O:16][C@@H:15]([CH2:19][N:20]([CH2:22][CH3:23])[CH3:21])[CH2:14][N:13]1[S:24][C:25]1[CH:30]=[CH:29][C:28]([O:31][CH2:32][C:33]2[CH:38]=[CH:37][CH:36]=[C:35]([Cl:39])[CH:34]=2)=[CH:27][CH:26]=1)=O. The catalyst is CO. The product is [OH:3][NH:2][C:10]([C@H:12]1[C@H:17]([CH3:18])[O:16][C@@H:15]([CH2:19][N:20]([CH2:22][CH3:23])[CH3:21])[CH2:14][N:13]1[S:24]([C:25]1[CH:26]=[CH:27][C:28]([O:31][CH2:32][C:33]2[CH:38]=[CH:37][CH:36]=[C:35]([Cl:39])[CH:34]=2)=[CH:29][CH:30]=1)(=[O:7])=[O:4])=[O:9]. The yield is 0.170.